Dataset: Peptide-MHC class II binding affinity with 134,281 pairs from IEDB. Task: Regression. Given a peptide amino acid sequence and an MHC pseudo amino acid sequence, predict their binding affinity value. This is MHC class II binding data. (1) The peptide sequence is KAIKESTGGAYDTYK. The MHC is DRB1_1501 with pseudo-sequence DRB1_1501. The binding affinity (normalized) is 0.304. (2) The peptide sequence is TIIKALGALDSPREI. The MHC is DRB4_0101 with pseudo-sequence DRB4_0103. The binding affinity (normalized) is 0.942. (3) The peptide sequence is FEVDQTKIQYVIRAQ. The MHC is HLA-DQA10201-DQB10402 with pseudo-sequence HLA-DQA10201-DQB10402. The binding affinity (normalized) is 0.582. (4) The peptide sequence is NKGILVTVNPIASTN. The MHC is DRB1_1501 with pseudo-sequence DRB1_1501. The binding affinity (normalized) is 0.500. (5) The peptide sequence is AFILDGDNLFFKV. The MHC is DRB3_0101 with pseudo-sequence DRB3_0101. The binding affinity (normalized) is 1.00. (6) The peptide sequence is PFTVRYTTEGGTKGE. The MHC is DRB1_1602 with pseudo-sequence DRB1_1602. The binding affinity (normalized) is 0.129. (7) The peptide sequence is AEKFKEDVINDFVSS. The MHC is DRB1_1602 with pseudo-sequence DRB1_1602. The binding affinity (normalized) is 0.385. (8) The peptide sequence is NRASLMQLISTNVFG. The MHC is HLA-DPA10103-DPB10401 with pseudo-sequence HLA-DPA10103-DPB10401. The binding affinity (normalized) is 0.817. (9) The peptide sequence is LNKIVRMYSPVSILDI. The MHC is H-2-IAb with pseudo-sequence H-2-IAb. The binding affinity (normalized) is 0.616.